Task: Regression/Classification. Given a drug SMILES string, predict its absorption, distribution, metabolism, or excretion properties. Task type varies by dataset: regression for continuous measurements (e.g., permeability, clearance, half-life) or binary classification for categorical outcomes (e.g., BBB penetration, CYP inhibition). Dataset: cyp2d6_veith.. Dataset: CYP2D6 inhibition data for predicting drug metabolism from PubChem BioAssay (1) The drug is N=C(N)SCCSC(=N)N. The result is 0 (non-inhibitor). (2) The molecule is Cc1ccc(CS(=O)(=O)CCC(=O)NCCCOC(C)C)cc1. The result is 0 (non-inhibitor).